Task: Predict which catalyst facilitates the given reaction.. Dataset: Catalyst prediction with 721,799 reactions and 888 catalyst types from USPTO Reactant: [CH3:1][O:2][C:3]1[CH:8]=[CH:7][C:6]([C@@H:9]2[C@@H:14]([O:15][CH2:16][C:17]3[CH:18]=[CH:19][C:20]4[O:25][CH2:24][CH2:23][N:22]([CH2:26][CH2:27][CH2:28][O:29][CH3:30])[C:21]=4[CH:31]=3)[CH2:13][N:12]([S:32]([C:35]3[CH:40]=[CH:39][C:38]([CH3:41])=[CH:37][CH:36]=3)(=[O:34])=[O:33])[C@H:11]([CH2:42][C:43]([CH3:48])([CH3:47])[C:44](O)=O)[CH2:10]2)=[CH:5][CH:4]=1.[Cl-].[NH4+].C([N:53](CC)CC)C.C(P1(=O)OP(CCC)(=O)OP(CCC)(=O)O1)CC. The catalyst class is: 54. Product: [CH3:1][O:2][C:3]1[CH:8]=[CH:7][C:6]([C@@H:9]2[C@@H:14]([O:15][CH2:16][C:17]3[CH:18]=[CH:19][C:20]4[O:25][CH2:24][CH2:23][N:22]([CH2:26][CH2:27][CH2:28][O:29][CH3:30])[C:21]=4[CH:31]=3)[CH2:13][N:12]([S:32]([C:35]3[CH:40]=[CH:39][C:38]([CH3:41])=[CH:37][CH:36]=3)(=[O:34])=[O:33])[C@H:11]([CH2:42][C:43]([CH3:47])([CH3:48])[C:44]#[N:53])[CH2:10]2)=[CH:5][CH:4]=1.